This data is from Peptide-MHC class II binding affinity with 134,281 pairs from IEDB. The task is: Regression. Given a peptide amino acid sequence and an MHC pseudo amino acid sequence, predict their binding affinity value. This is MHC class II binding data. (1) The peptide sequence is LGHDGTVWAQSADFP. The MHC is DRB1_0405 with pseudo-sequence DRB1_0405. The binding affinity (normalized) is 0.112. (2) The peptide sequence is AFKVAATAANAAPANY. The MHC is DRB1_0301 with pseudo-sequence DRB1_0301. The binding affinity (normalized) is 0.156. (3) The peptide sequence is DVKFPCGGQIVGGVY. The MHC is HLA-DQA10501-DQB10301 with pseudo-sequence HLA-DQA10501-DQB10301. The binding affinity (normalized) is 0.707. (4) The MHC is DRB3_0202 with pseudo-sequence DRB3_0202. The binding affinity (normalized) is 0.750. The peptide sequence is KKWNSITVMPLLCGIGC.